From a dataset of Catalyst prediction with 721,799 reactions and 888 catalyst types from USPTO. Predict which catalyst facilitates the given reaction. The catalyst class is: 206. Reactant: [CH:1]1[C:10]2[C:5](=[CH:6][CH:7]=[CH:8][CH:9]=2)[CH:4]=[CH:3][C:2]=1B(O)O.[Br:14][C:15]1[CH:20]=[CH:19][C:18](I)=[CH:17][CH:16]=1.C(=O)([O-])[O-].[Na+].[Na+]. Product: [Br:14][C:15]1[CH:20]=[CH:19][C:18]([C:2]2[CH:3]=[CH:4][C:5]3[C:10](=[CH:9][CH:8]=[CH:7][CH:6]=3)[CH:1]=2)=[CH:17][CH:16]=1.